From a dataset of Full USPTO retrosynthesis dataset with 1.9M reactions from patents (1976-2016). Predict the reactants needed to synthesize the given product. (1) Given the product [CH3:1][C:2]1[C:22]([C:23]([OH:25])=[O:24])=[C:5]2[CH:6]=[C:7]([CH3:21])[CH:8]=[C:9]([O:10][CH2:11][C:12]3[C:17]([F:18])=[CH:16][CH:15]=[C:14]([F:19])[C:13]=3[F:20])[N:4]2[N:3]=1, predict the reactants needed to synthesize it. The reactants are: [CH3:1][C:2]1[C:22]([C:23]([O:25]CC)=[O:24])=[C:5]2[CH:6]=[C:7]([CH3:21])[CH:8]=[C:9]([O:10][CH2:11][C:12]3[C:17]([F:18])=[CH:16][CH:15]=[C:14]([F:19])[C:13]=3[F:20])[N:4]2[N:3]=1.[OH-].[Na+].Cl. (2) Given the product [OH:8][C:34]1[CH:33]=[C:32]2[C:28]([C:29]([CH2:35][C:36]([NH:56][CH:55]([C:57]3[C:62]([C:63]4[CH:68]=[CH:67][CH:66]=[CH:65][C:64]=4[CH3:69])=[CH:61][CH:60]=[CH:59][N:58]=3)[CH2:54][C:48]3[CH:49]=[CH:50][CH:51]=[CH:52][CH:53]=3)=[O:38])=[CH:30][NH:31]2)=[CH:27][CH:26]=1, predict the reactants needed to synthesize it. The reactants are: CN(C([O:8]N1N=NC2C=CC=NC1=2)=[N+](C)C)C.F[P-](F)(F)(F)(F)F.O[C:26]1[CH:27]=[C:28]2[C:32](=[CH:33][CH:34]=1)[NH:31][CH:30]=[C:29]2[CH2:35][C:36]([OH:38])=O.CCN(C(C)C)C(C)C.[C:48]1([CH2:54][CH:55]([C:57]2[C:62]([C:63]3[CH:68]=[CH:67][CH:66]=[CH:65][C:64]=3[CH3:69])=[CH:61][CH:60]=[CH:59][N:58]=2)[NH2:56])[CH:53]=[CH:52][CH:51]=[CH:50][CH:49]=1.